This data is from Retrosynthesis with 50K atom-mapped reactions and 10 reaction types from USPTO. The task is: Predict the reactants needed to synthesize the given product. Given the product CCCc1c(OCC(C)CC(=O)NCCCCc2cccnc2)ccc(C(C)=O)c1O, predict the reactants needed to synthesize it. The reactants are: CCCc1c(OCC(C)CC(=O)O)ccc(C(C)=O)c1O.NCCCCc1cccnc1.